Task: Predict the reactants needed to synthesize the given product.. Dataset: Full USPTO retrosynthesis dataset with 1.9M reactions from patents (1976-2016) (1) Given the product [F:49][CH:25]([F:24])[C:26]1[CH:31]=[CH:30][N:29]=[C:28]([NH:32][C:33]2[CH:38]=[C:37]([C:2]3[CH:3]=[N:4][C:5]([CH:8]([O:19][S:20]([CH3:23])(=[O:22])=[O:21])[C@H:9]4[CH2:14][CH2:13][C@H:12]([C:15]([O:17][CH3:18])=[O:16])[CH2:11][CH2:10]4)=[N:6][CH:7]=3)[CH:36]=[C:35]([CH3:48])[CH:34]=2)[N:27]=1, predict the reactants needed to synthesize it. The reactants are: Cl[C:2]1[CH:3]=[N:4][C:5]([CH:8]([O:19][S:20]([CH3:23])(=[O:22])=[O:21])[C@H:9]2[CH2:14][CH2:13][C@H:12]([C:15]([O:17][CH3:18])=[O:16])[CH2:11][CH2:10]2)=[N:6][CH:7]=1.[F:24][CH:25]([F:49])[C:26]1[CH:31]=[CH:30][N:29]=[C:28]([NH:32][C:33]2[CH:38]=[C:37](B3OC(C)(C)C(C)(C)O3)[CH:36]=[C:35]([CH3:48])[CH:34]=2)[N:27]=1.CC(C1C=C(C(C)C)C(C2C=CC=CC=2P(C2CCCCC2)C2CCCCC2)=C(C(C)C)C=1)C. (2) Given the product [CH2:23]([N:30]1[CH2:35][CH2:34][CH:33]([CH2:36][O:37][C:9]2[C:8]([Cl:7])=[CH:20][C:12]([C:13]([O:15][C:16]([CH3:19])([CH3:18])[CH3:17])=[O:14])=[C:11]([F:21])[CH:10]=2)[CH2:32][CH2:31]1)[C:24]1[CH:29]=[CH:28][CH:27]=[CH:26][CH:25]=1, predict the reactants needed to synthesize it. The reactants are: CC(C)([O-])C.[K+].[Cl:7][C:8]1[C:9](F)=[CH:10][C:11]([F:21])=[C:12]([CH:20]=1)[C:13]([O:15][C:16]([CH3:19])([CH3:18])[CH3:17])=[O:14].[CH2:23]([N:30]1[CH2:35][CH2:34][CH:33]([CH2:36][OH:37])[CH2:32][CH2:31]1)[C:24]1[CH:29]=[CH:28][CH:27]=[CH:26][CH:25]=1. (3) The reactants are: C(=O)([O-])[O-].[Cs+].[Cs+].CC(O)(C)C.[CH2:12]1[O:21][C:15]2([CH2:20][CH2:19][NH:18][CH2:17][CH2:16]2)[O:14][CH2:13]1.[CH3:22][O:23][C:24](=[O:32])[C:25]1[CH:30]=[CH:29][CH:28]=[C:27](Br)[CH:26]=1. Given the product [CH3:22][O:23][C:24](=[O:32])[C:25]1[CH:30]=[CH:29][CH:28]=[C:27]([N:18]2[CH2:19][CH2:20][C:15]3([O:21][CH2:12][CH2:13][O:14]3)[CH2:16][CH2:17]2)[CH:26]=1, predict the reactants needed to synthesize it. (4) Given the product [O:1]=[C:2]1[CH:8]([NH:9][C:10](=[O:17])[C@@H:11]([NH:16][S:40]([C:35]2[CH:36]=[CH:37][CH:38]=[CH:39][N:34]=2)(=[O:42])=[O:41])[CH2:12][CH:13]([CH3:15])[CH3:14])[CH2:7][CH2:6][CH2:5][N:4]([S:18]([C:21]2[CH:26]=[CH:25][CH:24]=[CH:23][N:22]=2)(=[O:20])=[O:19])[CH2:3]1, predict the reactants needed to synthesize it. The reactants are: [OH:1][CH:2]1[CH:8]([NH:9][C:10](=[O:17])[C@@H:11]([NH2:16])[CH2:12][CH:13]([CH3:15])[CH3:14])[CH2:7][CH2:6][CH2:5][N:4]([S:18]([C:21]2[CH:26]=[CH:25][CH:24]=[CH:23][N:22]=2)(=[O:20])=[O:19])[CH2:3]1.C(N(CC)CC)C.[N:34]1[CH:39]=[CH:38][CH:37]=[CH:36][C:35]=1[S:40](Cl)(=[O:42])=[O:41].CO. (5) Given the product [NH2:28][C:12]1[N:11]([CH3:24])[C:10](=[O:25])[CH2:9][C:8]([C:4]2[CH:5]=[CH:6][CH:7]=[C:2]([Br:1])[CH:3]=2)([CH3:26])[N:13]=1, predict the reactants needed to synthesize it. The reactants are: [Br:1][C:2]1[CH:3]=[C:4]([C:8]2([CH3:26])[N:13](NCC3C=CC(OC)=CC=3)[CH2:12][N:11]([CH3:24])[C:10](=[O:25])[CH2:9]2)[CH:5]=[CH:6][CH:7]=1.O.[N+:28]([O-])([O-])=O.[Ce].[NH4+].C(=O)(O)[O-].[Na+]. (6) Given the product [CH3:16][C:15]1[C:8]2[C:7]([O:6][C:5]3[CH:18]=[CH:19][C:2]([NH:1][C:31]([NH:30][C:27]4[CH:28]=[CH:29][C:24]([F:23])=[CH:25][CH:26]=4)=[O:32])=[CH:3][CH:4]=3)=[N:12][CH:11]=[N:10][C:9]=2[NH:13][C:14]=1[CH3:17], predict the reactants needed to synthesize it. The reactants are: [NH2:1][C:2]1[CH:19]=[CH:18][C:5]([O:6][C:7]2[C:8]3[C:15]([CH3:16])=[C:14]([CH3:17])[NH:13][C:9]=3[N:10]=[CH:11][N:12]=2)=[CH:4][CH:3]=1.C(#N)C.[F:23][C:24]1[CH:29]=[CH:28][C:27]([N:30]=[C:31]=[O:32])=[CH:26][CH:25]=1. (7) Given the product [CH:19]1([C:22]2([C:28]#[N:29])[CH2:26][CH2:25][N:24]([C:2]3[CH:7]=[CH:6][N:5]=[C:4]([NH:8][C:9]4[CH:10]=[N:11][N:12]([C:14]([CH3:18])([CH3:17])[CH2:15][OH:16])[CH:13]=4)[N:3]=3)[C:23]2=[O:27])[CH2:21][CH2:20]1, predict the reactants needed to synthesize it. The reactants are: Cl[C:2]1[CH:7]=[CH:6][N:5]=[C:4]([NH:8][C:9]2[CH:10]=[N:11][N:12]([C:14]([CH3:18])([CH3:17])[CH2:15][OH:16])[CH:13]=2)[N:3]=1.[CH:19]1([C:22]2([C:28]#[N:29])[CH2:26][CH2:25][NH:24][C:23]2=[O:27])[CH2:21][CH2:20]1.C(=O)([O-])[O-].[Cs+].[Cs+].C1(P(C2C=CC=CC=2)C2C3OC4C(=CC=CC=4P(C4C=CC=CC=4)C4C=CC=CC=4)C(C)(C)C=3C=CC=2)C=CC=CC=1.